From a dataset of Peptide-MHC class I binding affinity with 185,985 pairs from IEDB/IMGT. Regression. Given a peptide amino acid sequence and an MHC pseudo amino acid sequence, predict their binding affinity value. This is MHC class I binding data. (1) The peptide sequence is TIAHINTLI. The MHC is HLA-A68:02 with pseudo-sequence HLA-A68:02. The binding affinity (normalized) is 0.751. (2) The peptide sequence is IQDEIVAAY. The MHC is HLA-B08:02 with pseudo-sequence HLA-B08:02. The binding affinity (normalized) is 0.0847. (3) The peptide sequence is FPYTGDPPY. The MHC is HLA-A68:23 with pseudo-sequence HLA-A68:23. The binding affinity (normalized) is 1.00. (4) The peptide sequence is QSDIAGAIH. The MHC is HLA-A01:01 with pseudo-sequence HLA-A01:01. The binding affinity (normalized) is 0.315. (5) The binding affinity (normalized) is 0.361. The MHC is Mamu-A01 with pseudo-sequence Mamu-A01. The peptide sequence is ASLIDGGNML. (6) The peptide sequence is SDSSLVDE. The MHC is H-2-Db with pseudo-sequence H-2-Db. The binding affinity (normalized) is 0.